From a dataset of Reaction yield outcomes from USPTO patents with 853,638 reactions. Predict the reaction yield, written as a fraction of the theoretical maximum amount of product (1.0 means a 100% yield; for example, 0.34 means a 34% yield). (1) The reactants are [CH3:1][O:2][C:3](=[O:17])[CH:4]=[CH:5][C:6]1[C:14]2[C:9](=[CH:10][CH:11]=[C:12]([O:15][CH3:16])[CH:13]=2)[NH:8][CH:7]=1. The catalyst is O1CCCC1.[Pd]. The product is [CH3:1][O:2][C:3](=[O:17])[CH2:4][CH2:5][C:6]1[C:14]2[C:9](=[CH:10][CH:11]=[C:12]([O:15][CH3:16])[CH:13]=2)[NH:8][CH:7]=1. The yield is 0.920. (2) The reactants are [Cl:1][C:2]1[CH:7]=[C:6]([Cl:8])[CH:5]=[CH:4][C:3]=1[C:9]1[CH:14]=[CH:13][C:12](OS(C(F)(F)F)(=O)=O)=[C:11]([CH:23]=[O:24])[CH:10]=1.[CH:25]1(B(O)O)[CH2:27][CH2:26]1.P([O-])([O-])([O-])=O.[K+].[K+].[K+].[Br-].[Na+]. The catalyst is O.C(OCC)(=O)C.[Pd].C1(P(C2C=CC=CC=2)C2C=CC=CC=2)C=CC=CC=1.C1(P(C2C=CC=CC=2)C2C=CC=CC=2)C=CC=CC=1.C1(P(C2C=CC=CC=2)C2C=CC=CC=2)C=CC=CC=1.C1(P(C2C=CC=CC=2)C2C=CC=CC=2)C=CC=CC=1.C1(C)C=CC=CC=1. The product is [Cl:1][C:2]1[CH:7]=[C:6]([Cl:8])[CH:5]=[CH:4][C:3]=1[C:9]1[CH:14]=[CH:13][C:12]([CH:25]2[CH2:27][CH2:26]2)=[C:11]([CH:23]=[O:24])[CH:10]=1. The yield is 0.540. (3) The reactants are [Br:1][C:2]1[CH:3]=[CH:4][C:5](F)=[C:6]([C:8]2[NH:9][CH:10]=[CH:11][N:12]=2)[CH:7]=1.[H-].[Na+].[CH2:16]1[O:19][CH:17]1[CH3:18]. The catalyst is CN(C)C=O. The product is [Br:1][C:2]1[CH:3]=[CH:4][C:5]2[O:19][CH:17]([CH3:18])[CH2:16][N:9]3[CH:10]=[CH:11][N:12]=[C:8]3[C:6]=2[CH:7]=1. The yield is 0.650. (4) The reactants are [C:1]([O:5][C:6]([N:8]1[C:16]2[C:11](=[CH:12][CH:13]=[C:14]([O:17][Si](C(C)(C)C)(C)C)[CH:15]=2)[CH:10]=[C:9]1[C:25]1[C:26]2[S:39][C:38]([C:40]3[CH:45]=[CH:44][CH:43]=[CH:42][CH:41]=3)=[CH:37][C:27]=2[N:28]([C:30]([O:32][C:33]([CH3:36])([CH3:35])[CH3:34])=[O:31])[N:29]=1)=[O:7])([CH3:4])([CH3:3])[CH3:2].[F-].C([N+](CCCC)(CCCC)CCCC)CCC. The catalyst is O1CCCC1. The product is [C:1]([O:5][C:6]([N:8]1[C:16]2[C:11](=[CH:12][CH:13]=[C:14]([OH:17])[CH:15]=2)[CH:10]=[C:9]1[C:25]1[C:26]2[S:39][C:38]([C:40]3[CH:41]=[CH:42][CH:43]=[CH:44][CH:45]=3)=[CH:37][C:27]=2[N:28]([C:30]([O:32][C:33]([CH3:36])([CH3:35])[CH3:34])=[O:31])[N:29]=1)=[O:7])([CH3:2])([CH3:3])[CH3:4]. The yield is 0.990. (5) The product is [NH2:2][C:1]1[NH:15][N:14]=[C:9]([S:10][CH3:11])[C:3]=1[C:4]([O:6][CH2:7][CH3:8])=[O:5]. The catalyst is CC(O)C. The reactants are [C:1]([C:3](=[C:9](SC)[S:10][CH3:11])[C:4]([O:6][CH2:7][CH3:8])=[O:5])#[N:2].[NH2:14][NH2:15]. The yield is 0.590. (6) The reactants are O=[C:2]([CH3:14])[CH:3]([C:8]1[CH:13]=[CH:12][CH:11]=[CH:10][CH:9]=1)[C:4](OC)=[O:5].O.[NH2:16][NH2:17]. The catalyst is C(O)C. The product is [CH3:14][C:2]1[C:3]([C:8]2[CH:13]=[CH:12][CH:11]=[CH:10][CH:9]=2)=[C:4]([OH:5])[NH:17][N:16]=1. The yield is 0.550. (7) The reactants are Br[CH2:2][C:3]1[CH:4]=[C:5]([CH:37]=[CH:38][CH:39]=1)[C:6]([NH:8][C:9]1[CH:14]=[CH:13][C:12]([N:15]2[CH2:20][CH2:19][CH2:18][CH2:17][CH2:16]2)=[CH:11][C:10]=1[C:21]([NH:23]/[N:24]=[CH:25]/[C:26]1[CH:31]=[CH:30][C:29]([Cl:32])=[C:28]([C:33]([F:36])([F:35])[F:34])[CH:27]=1)=[O:22])=[O:7].C(=O)([O-])[O-].[K+].[K+].[I-].[K+].[SH:48][CH2:49][CH2:50][C:51]([OH:53])=[O:52]. The catalyst is CC(C)=O.CN(C=O)C. The product is [Cl:32][C:29]1[CH:30]=[CH:31][C:26](/[CH:25]=[N:24]/[NH:23][C:21]([C:10]2[CH:11]=[C:12]([N:15]3[CH2:20][CH2:19][CH2:18][CH2:17][CH2:16]3)[CH:13]=[CH:14][C:9]=2[NH:8][C:6]([C:5]2[CH:4]=[C:3]([CH:39]=[CH:38][CH:37]=2)[CH2:2][S:48][CH2:49][CH2:50][C:51]([OH:53])=[O:52])=[O:7])=[O:22])=[CH:27][C:28]=1[C:33]([F:36])([F:35])[F:34]. The yield is 0.210. (8) The reactants are [Cl:1][C:2]1[CH:3]=[C:4]([N:11]([C:16]2[C:35]([CH:36]3[CH2:38][CH2:37]3)=[CH:34][C:19]3[C:20]([C:30]([NH:32][CH3:33])=[O:31])=[C:21]([C:23]4[CH:28]=[CH:27][C:26]([F:29])=[CH:25][CH:24]=4)[O:22][C:18]=3[CH:17]=2)[S:12]([CH3:15])(=[O:14])=[O:13])[CH:5]=[CH:6][C:7]=1[N+:8]([O-])=O. The catalyst is [Pt].C1COCC1.CO. The product is [NH2:8][C:7]1[CH:6]=[CH:5][C:4]([N:11]([C:16]2[C:35]([CH:36]3[CH2:38][CH2:37]3)=[CH:34][C:19]3[C:20]([C:30]([NH:32][CH3:33])=[O:31])=[C:21]([C:23]4[CH:24]=[CH:25][C:26]([F:29])=[CH:27][CH:28]=4)[O:22][C:18]=3[CH:17]=2)[S:12]([CH3:15])(=[O:14])=[O:13])=[CH:3][C:2]=1[Cl:1]. The yield is 0.990. (9) The reactants are [Si:1]([O:8][CH:9]([C:18]([F:21])([F:20])[F:19])[CH2:10][CH2:11][C:12]1[CH:17]=[CH:16][CH:15]=[CH:14][N:13]=1)([C:4]([CH3:7])([CH3:6])[CH3:5])([CH3:3])[CH3:2].[Li+].[CH3:23]C([N-]C(C)C)C.CI. The catalyst is C1COCC1. The product is [Si:1]([O:8][CH:9]([C:18]([F:19])([F:21])[F:20])[CH2:10][CH:11]([C:12]1[CH:17]=[CH:16][CH:15]=[CH:14][N:13]=1)[CH3:23])([C:4]([CH3:7])([CH3:6])[CH3:5])([CH3:3])[CH3:2]. The yield is 0.890. (10) The catalyst is CO.[Pd]. The product is [CH:32]([O:31][C:26]1[CH:27]=[CH:28][CH:29]=[CH:30][C:25]=1[C:23]1[N:22]=[CH:21][N:20]=[C:19]([NH:18][C:17]([CH:14]2[CH2:13][CH2:12][NH:11][CH2:16][CH2:15]2)=[O:35])[CH:24]=1)([CH3:34])[CH3:33]. The yield is 0.520. The reactants are C(OC([N:11]1[CH2:16][CH2:15][CH:14]([C:17](=[O:35])[NH:18][C:19]2[CH:24]=[C:23]([C:25]3[CH:30]=[CH:29][CH:28]=[CH:27][C:26]=3[O:31][CH:32]([CH3:34])[CH3:33])[N:22]=[CH:21][N:20]=2)[CH2:13][CH2:12]1)=O)C1C=CC=CC=1.